Dataset: Reaction yield outcomes from USPTO patents with 853,638 reactions. Task: Predict the reaction yield, written as a fraction of the theoretical maximum amount of product (1.0 means a 100% yield; for example, 0.34 means a 34% yield). (1) The reactants are [CH2:1]([O:8][NH:9][C@H:10]1[CH2:15][NH:14][C@H:13]([C:16]([O:18][C:19]([CH3:22])([CH3:21])[CH3:20])=[O:17])[CH2:12][CH2:11]1)[C:2]1[CH:7]=[CH:6][CH:5]=[CH:4][CH:3]=1.C(N(CC)CC)C.[O:30]=[C:31](Cl)OC(Cl)(Cl)Cl. The catalyst is C(#N)C.CN(C)C1C=CN=CC=1. The product is [CH2:1]([O:8][N:9]1[C:31](=[O:30])[N:14]2[CH2:15][C@H:10]1[CH2:11][CH2:12][C@H:13]2[C:16]([O:18][C:19]([CH3:22])([CH3:21])[CH3:20])=[O:17])[C:2]1[CH:3]=[CH:4][CH:5]=[CH:6][CH:7]=1. The yield is 0.690. (2) The reactants are C(OC([N:8]1[C:16]2[CH:15]=[CH:14][N:13]=[CH:12][C:11]=2[CH:10]=[C:9]1[CH2:17][N:18]1[CH2:23][CH2:22][N:21]([CH2:24][C:25]#[CH:26])[CH2:20][C:19]1=[O:27])=O)(C)(C)C.C(O)(C(F)(F)F)=O. The catalyst is C(Cl)Cl. The product is [CH2:24]([N:21]1[CH2:22][CH2:23][N:18]([CH2:17][C:9]2[NH:8][C:16]3[CH:15]=[CH:14][N:13]=[CH:12][C:11]=3[CH:10]=2)[C:19](=[O:27])[CH2:20]1)[C:25]#[CH:26]. The yield is 0.650. (3) The yield is 0.600. The reactants are N[C:2]1[CH:3]=[C:4]([C:8]2[C:9]([N:28]([CH3:33])[S:29]([CH3:32])(=[O:31])=[O:30])=[CH:10][C:11]3[O:15][C:14]([C:16]4[CH:21]=[CH:20][C:19]([F:22])=[CH:18][CH:17]=4)=[C:13]([C:23]([NH:25][CH3:26])=[O:24])[C:12]=3[CH:27]=2)[CH:5]=[CH:6][CH:7]=1.[S:34]1[C:38](B(O)O)=[CH:37][C:36]2[CH:42]=[CH:43][CH:44]=[CH:45][C:35]1=2.[O-]P([O-])([O-])=O.[K+].[K+].[K+]. The catalyst is CN(C=O)C.CCOC(C)=O.C1C=CC(P(C2C=CC=CC=2)[C-]2C=CC=C2)=CC=1.C1C=CC(P(C2C=CC=CC=2)[C-]2C=CC=C2)=CC=1.Cl[Pd]Cl.[Fe+2]. The product is [S:34]1[C:38]([C:2]2[CH:3]=[C:4]([C:8]3[C:9]([N:28]([CH3:33])[S:29]([CH3:32])(=[O:31])=[O:30])=[CH:10][C:11]4[O:15][C:14]([C:16]5[CH:17]=[CH:18][C:19]([F:22])=[CH:20][CH:21]=5)=[C:13]([C:23]([NH:25][CH3:26])=[O:24])[C:12]=4[CH:27]=3)[CH:5]=[CH:6][CH:7]=2)=[CH:37][C:36]2[CH:42]=[CH:43][CH:44]=[CH:45][C:35]1=2. (4) The reactants are [Br:1][CH2:2][C@@H:3]([C:5]1[CH:6]=[N:7][CH:8]=[CH:9][CH:10]=1)O.N1C=CN=C1.[Si:16](Cl)([C:19]([CH3:22])([CH3:21])[CH3:20])([CH3:18])[CH3:17].O. The catalyst is CN(C)C=O.C(Cl)(Cl)Cl. The product is [Br:1][CH2:2][C@@H:3]([C:5]1[CH:6]=[N:7][CH:8]=[CH:9][CH:10]=1)[Si:16]([C:19]([CH3:22])([CH3:21])[CH3:20])([CH3:18])[CH3:17]. The yield is 0.580. (5) The reactants are [CH2:1]([C:4]1[C:8]([CH2:9][CH2:10][CH2:11][OH:12])=[CH:7][N:6]([C:13]2[CH:18]=[CH:17][C:16]([C:19]([F:22])([F:21])[F:20])=[CH:15][N:14]=2)[N:5]=1)[CH2:2][CH3:3].O[C:24]1[CH:29]=[CH:28][C:27]([CH2:30][C:31]([O:33]C)=[O:32])=[C:26]([O:35][CH3:36])[CH:25]=1.C(P(CCCC)CCCC)CCC.N(C(N1CCCCC1)=O)=NC(N1CCCCC1)=O. The catalyst is O1CCCC1. The product is [CH3:36][O:35][C:26]1[CH:25]=[C:24]([O:12][CH2:11][CH2:10][CH2:9][C:8]2[C:4]([CH2:1][CH2:2][CH3:3])=[N:5][N:6]([C:13]3[CH:18]=[CH:17][C:16]([C:19]([F:21])([F:20])[F:22])=[CH:15][N:14]=3)[CH:7]=2)[CH:29]=[CH:28][C:27]=1[CH2:30][C:31]([OH:33])=[O:32]. The yield is 0.810. (6) The reactants are [Cl:1][C:2]1[CH:3]=[C:4]2[C:9](=[CH:10][CH:11]=1)[N:8]=[C:7]([O:12][CH3:13])[C:6]([NH:14][C:15](=[O:19])OCC)=[N:5]2.[N+:20]([C:23]1[CH:28]=[CH:27][C:26]([N:29]2[CH2:34][CH2:33][NH:32][CH2:31][CH2:30]2)=[CH:25][CH:24]=1)([O-:22])=[O:21]. No catalyst specified. The product is [Cl:1][C:2]1[CH:3]=[C:4]2[C:9](=[CH:10][CH:11]=1)[N:8]=[C:7]([O:12][CH3:13])[C:6]([NH:14][C:15]([N:32]1[CH2:33][CH2:34][N:29]([C:26]3[CH:25]=[CH:24][C:23]([N+:20]([O-:22])=[O:21])=[CH:28][CH:27]=3)[CH2:30][CH2:31]1)=[O:19])=[N:5]2. The yield is 0.820.